This data is from Full USPTO retrosynthesis dataset with 1.9M reactions from patents (1976-2016). The task is: Predict the reactants needed to synthesize the given product. (1) Given the product [CH2:8]([C:7]1[C:2]([B:14]2[O:15][C:16]([CH3:18])([CH3:17])[C:12]([CH3:28])([CH3:11])[O:13]2)=[CH:3][N:4]=[CH:5][C:6]=1[F:10])[CH3:9], predict the reactants needed to synthesize it. The reactants are: Br[C:2]1[CH:3]=[N:4][CH:5]=[C:6]([F:10])[C:7]=1[CH2:8][CH3:9].[CH3:11][C:12]1([CH3:28])[C:16]([CH3:18])([CH3:17])[O:15][B:14]([B:14]2[O:15][C:16]([CH3:18])([CH3:17])[C:12]([CH3:28])([CH3:11])[O:13]2)[O:13]1.C([O-])(=O)C.[K+]. (2) Given the product [CH3:1][O:2][C:3]1[CH:8]=[CH:7][N:6]=[C:5]([CH2:9][NH2:10])[CH:4]=1, predict the reactants needed to synthesize it. The reactants are: [CH3:1][O:2][C:3]1[CH:8]=[CH:7][N:6]=[C:5]([C:9]#[N:10])[CH:4]=1.[H-].[H-].[H-].[H-].[Li+].[Al+3].[OH-].[Na+]. (3) Given the product [Br:24][C:12]1[C:13]2[S:17][CH:16]=[CH:15][C:14]=2[C:9]([C:6]2[CH:7]=[CH:8][C:3]([O:2][CH3:1])=[CH:4][CH:5]=2)=[CH:10][CH:11]=1, predict the reactants needed to synthesize it. The reactants are: [CH3:1][O:2][C:3]1[CH:8]=[CH:7][C:6]([C:9]2[C:14]3[CH:15]=[CH:16][S:17][C:13]=3[CH:12]=[CH:11][CH:10]=2)=[CH:5][CH:4]=1.C(Cl)Cl.C(=O)=O.[Br:24]Br. (4) The reactants are: [NH2:1][C:2]1[CH:7]=[CH:6][C:5]([OH:8])=[C:4]([F:9])[CH:3]=1.[CH3:10][N:11]1[C:15]([CH3:16])=[C:14]([C:17](O)=[O:18])[C:13](=[O:20])[N:12]1[C:21]1[CH:26]=[CH:25][CH:24]=[CH:23][CH:22]=1.CCN=C=NCCCN(C)C.C1C=NC2N(O)N=NC=2C=1. Given the product [F:9][C:4]1[CH:3]=[C:2]([NH:1][C:17]([C:14]2[C:13](=[O:20])[N:12]([C:21]3[CH:22]=[CH:23][CH:24]=[CH:25][CH:26]=3)[N:11]([CH3:10])[C:15]=2[CH3:16])=[O:18])[CH:7]=[CH:6][C:5]=1[OH:8], predict the reactants needed to synthesize it. (5) Given the product [Br:41][C:42]1[CH:43]=[C:44]([NH:54][C:1](=[O:9])[C:2]2[CH:7]=[CH:6][CH:5]=[N:4][CH:3]=2)[CH:45]=[N:46][C:47]=1[O:48][CH2:49][C:50]([F:51])([F:52])[F:53], predict the reactants needed to synthesize it. The reactants are: [C:1]([OH:9])(=O)[C:2]1[CH:7]=[CH:6][CH:5]=[N:4][CH:3]=1.CN(C(ON1N=NC2C=CC=CC1=2)=[N+](C)C)C.[B-](F)(F)(F)F.C(N(CC)C(C)C)(C)C.[Br:41][C:42]1[CH:43]=[C:44]([NH2:54])[CH:45]=[N:46][C:47]=1[O:48][CH2:49][C:50]([F:53])([F:52])[F:51]. (6) The reactants are: [F:1][C:2]([F:7])([F:6])[C:3]([OH:5])=[O:4].[CH2:8]([O:12][C:13]1([C:36]2[CH:41]=[CH:40][CH:39]=[CH:38][C:37]=2[CH3:42])[CH2:16][N:15]([C:17](=[O:35])[CH:18]([NH:27]C(=O)OC(C)(C)C)[CH2:19][C:20]2[CH:25]=[CH:24][C:23]([OH:26])=[CH:22][CH:21]=2)[CH2:14]1)[CH2:9][CH2:10][CH3:11]. Given the product [F:1][C:2]([F:7])([F:6])[C:3]([OH:5])=[O:4].[NH2:27][CH:18]([CH2:19][C:20]1[CH:21]=[CH:22][C:23]([OH:26])=[CH:24][CH:25]=1)[C:17]([N:15]1[CH2:14][C:13]([O:12][CH2:8][CH2:9][CH2:10][CH3:11])([C:36]2[CH:41]=[CH:40][CH:39]=[CH:38][C:37]=2[CH3:42])[CH2:16]1)=[O:35], predict the reactants needed to synthesize it. (7) Given the product [C:6]([C:8]1[C:16]2[C:11](=[CH:12][CH:13]=[CH:14][CH:15]=2)[N:10]([C:17]2[C:26]3[C:21](=[CH:22][C:23]([C:27]([F:30])([F:28])[F:29])=[CH:24][CH:25]=3)[N:20]=[CH:19][CH:18]=2)[CH:9]=1)([OH:7])=[O:5], predict the reactants needed to synthesize it. The reactants are: O.[OH-].[Li+].C[O:5][C:6]([C:8]1[C:16]2[C:11](=[CH:12][CH:13]=[CH:14][CH:15]=2)[N:10]([C:17]2[C:26]3[C:21](=[CH:22][C:23]([C:27]([F:30])([F:29])[F:28])=[CH:24][CH:25]=3)[N:20]=[CH:19][CH:18]=2)[CH:9]=1)=[O:7]. (8) The reactants are: [C:1]([C:4]1[CH:9]=[CH:8][C:7]([NH:10][C:11](=[O:26])[C:12]2[CH:17]=[CH:16][C:15]([O:18][CH2:19][C:20]3[CH:25]=[CH:24][CH:23]=[CH:22][N:21]=3)=[CH:14][CH:13]=2)=[C:6]([CH3:27])[CH:5]=1)(=[O:3])N.[CH3:28][OH:29]. Given the product [CH3:27][C:6]1[CH:5]=[C:4]([CH:9]=[CH:8][C:7]=1[NH:10][C:11](=[O:26])[C:12]1[CH:13]=[CH:14][C:15]([O:18][CH2:19][C:20]2[CH:25]=[CH:24][CH:23]=[CH:22][N:21]=2)=[CH:16][CH:17]=1)[C:1]([O:29][CH3:28])=[O:3], predict the reactants needed to synthesize it. (9) The reactants are: [OH-].[Li+].[CH3:3][C:4]([O:7][C@H:8]([CH3:46])[C@@H:9]([C:42]([O:44]C)=[O:43])[NH:10][C:11]([C:13]1[CH:18]=[CH:17][C:16]([C:19]2[CH:24]=[CH:23][C:22]([O:25][CH3:26])=[CH:21][CH:20]=2)=[CH:15][C:14]=1[NH:27][C:28]([NH:30][C:31]1[C:36]([CH3:37])=[CH:35][C:34]([CH2:38][CH2:39][CH3:40])=[CH:33][C:32]=1[CH3:41])=[O:29])=[O:12])([CH3:6])[CH3:5].CO.O. Given the product [CH3:3][C:4]([O:7][C@H:8]([CH3:46])[C@@H:9]([C:42]([OH:44])=[O:43])[NH:10][C:11]([C:13]1[CH:18]=[CH:17][C:16]([C:19]2[CH:20]=[CH:21][C:22]([O:25][CH3:26])=[CH:23][CH:24]=2)=[CH:15][C:14]=1[NH:27][C:28]([NH:30][C:31]1[C:32]([CH3:41])=[CH:33][C:34]([CH2:38][CH2:39][CH3:40])=[CH:35][C:36]=1[CH3:37])=[O:29])=[O:12])([CH3:5])[CH3:6], predict the reactants needed to synthesize it. (10) Given the product [CH3:33][O:32][C:29]1[CH:30]=[CH:31][C:26]([CH2:25][O:4][CH2:3][C@@H:2]([CH3:1])[C@@H:5]([O:13][Si:14]([C:17]([CH3:20])([CH3:19])[CH3:18])([CH3:16])[CH3:15])[C@@H:6]([CH3:12])[C@H:7]([OH:11])[CH:8]=[CH:9][CH3:10])=[CH:27][CH:28]=1, predict the reactants needed to synthesize it. The reactants are: [CH3:1][C@@H:2]([C@H:5]([O:13][Si:14]([C:17]([CH3:20])([CH3:19])[CH3:18])([CH3:16])[CH3:15])[C@@H:6]([CH3:12])[C@H:7]([OH:11])[CH:8]=[CH:9][CH3:10])[CH2:3][OH:4].ClC(Cl)(Cl)C(=N)O[CH2:25][C:26]1[CH:31]=[CH:30][C:29]([O:32][CH3:33])=[CH:28][CH:27]=1.C1(C)C=CC(S([O-])(=O)=O)=CC=1.[NH+]1C=CC=CC=1.